Dataset: Full USPTO retrosynthesis dataset with 1.9M reactions from patents (1976-2016). Task: Predict the reactants needed to synthesize the given product. (1) Given the product [N:30]([C:2]1[C:3]2[NH:10][CH:9]=[C:8]([C@@H:11]3[N:15]([C:16]([O:18][C:19]([CH3:22])([CH3:21])[CH3:20])=[O:17])[C@@H:14]([CH2:23][OH:24])[C@H:13]4[O:25][C:26]([CH3:29])([CH3:28])[O:27][C@@H:12]34)[C:4]=2[N:5]=[CH:6][N:7]=1)=[N+:31]=[N-:32], predict the reactants needed to synthesize it. The reactants are: Cl[C:2]1[C:3]2[NH:10][CH:9]=[C:8]([C@@H:11]3[N:15]([C:16]([O:18][C:19]([CH3:22])([CH3:21])[CH3:20])=[O:17])[C@H:14]([CH2:23][OH:24])[C@H:13]4[O:25][C:26]([CH3:29])([CH3:28])[O:27][C@@H:12]34)[C:4]=2[N:5]=[CH:6][N:7]=1.[N-:30]=[N+:31]=[N-:32].[Na+]. (2) The reactants are: C([O-])(=O)C.[Na+:5].[CH:6]1[CH:7]=[CH:8][C:9]([CH:12]([S:38]([OH:41])(=[O:40])=[O:39])[C:13]([NH:15][C@@H:16]2[C:19](=[O:20])[N:18]3[C:21]([C:35]([OH:37])=[O:36])=[C:22]([CH2:25][N+:26]4[CH:27]=[CH:28][C:29]([C:32]([NH2:34])=[O:33])=[CH:30][CH:31]=4)[CH2:23][S:24][C@H:17]23)=[O:14])=[CH:10][CH:11]=1. Given the product [CH:6]1[CH:7]=[CH:8][C:9]([CH:12]([S:38]([O-:41])(=[O:39])=[O:40])[C:13]([NH:15][C@@H:16]2[C:19](=[O:20])[N:18]3[C:21]([C:35]([O-:37])=[O:36])=[C:22]([CH2:25][N+:26]4[CH:31]=[CH:30][C:29]([C:32]([NH2:34])=[O:33])=[CH:28][CH:27]=4)[CH2:23][S:24][C@H:17]23)=[O:14])=[CH:10][CH:11]=1.[Na+:5], predict the reactants needed to synthesize it. (3) Given the product [OH:7][CH2:6][C:5]([CH3:9])([CH3:8])[CH2:4][CH2:3][CH2:2][NH:1][C:11]([NH:10][CH2:13][CH2:14][CH2:15][CH2:16][C:17]1[CH:18]=[CH:19][CH:20]=[CH:21][CH:22]=1)=[O:12], predict the reactants needed to synthesize it. The reactants are: [NH2:1][CH2:2][CH2:3][CH2:4][C:5]([CH3:9])([CH3:8])[CH2:6][OH:7].[N:10]([CH2:13][CH2:14][CH2:15][CH2:16][C:17]1[CH:22]=[CH:21][CH:20]=[CH:19][CH:18]=1)=[C:11]=[O:12]. (4) Given the product [F:16][CH:17]([F:20])[CH2:18][N:3]1[C:11]2[C:6](=[CH:7][C:8]([C:12]([O:14][CH3:15])=[O:13])=[CH:9][CH:10]=2)[CH:5]=[CH:4]1, predict the reactants needed to synthesize it. The reactants are: [H-].[Na+].[NH:3]1[C:11]2[C:6](=[CH:7][C:8]([C:12]([O:14][CH3:15])=[O:13])=[CH:9][CH:10]=2)[CH:5]=[CH:4]1.[F:16][CH:17]([F:20])[CH2:18]I. (5) The reactants are: [CH:1]1([N:6]2[CH2:12][C:11]([F:14])([F:13])[C:10](=[O:15])[N:9]([CH3:16])[C:8]3[CH:17]=[N:18][C:19]([NH:21][C:22]4[CH:30]=[CH:29][C:25]([C:26]([OH:28])=O)=[CH:24][C:23]=4[O:31][CH3:32])=[N:20][C:7]2=3)[CH2:5][CH2:4][CH2:3][CH2:2]1.F[P-](F)(F)(F)(F)F.CN(C(N(C)C)=[N+]1C2C(=NC=CC=2)[N+]([O-])=N1)C.C(N(CC)CC)C.[C:64]([O:68][C:69]([N:71]1[CH2:76][CH2:75][C@H:74]([NH2:77])[C@H:73]([O:78][CH3:79])[CH2:72]1)=[O:70])([CH3:67])([CH3:66])[CH3:65]. Given the product [C:64]([O:68][C:69]([N:71]1[CH2:76][CH2:75][CH:74]([NH:77][C:26](=[O:28])[C:25]2[CH:29]=[CH:30][C:22]([NH:21][C:19]3[N:18]=[CH:17][C:8]4[N:9]([CH3:16])[C:10](=[O:15])[C:11]([F:14])([F:13])[CH2:12][N:6]([CH:1]5[CH2:5][CH2:4][CH2:3][CH2:2]5)[C:7]=4[N:20]=3)=[C:23]([O:31][CH3:32])[CH:24]=2)[CH:73]([O:78][CH3:79])[CH2:72]1)=[O:70])([CH3:67])([CH3:66])[CH3:65], predict the reactants needed to synthesize it. (6) Given the product [CH2:39]([O:41][NH:42][C:3]([C:5]1[C:6](=[O:38])[C:7]2[CH:12]=[N:11][C:10]([NH:13][C:14]3[CH:15]=[CH:16][C:17]([CH:20]4[CH2:25][CH2:24][N:23]([CH3:26])[CH2:22][CH2:21]4)=[CH:18][CH:19]=3)=[N:9][C:8]=2[N:27]([C:29]2[CH:30]=[C:31]3[C:35](=[CH:36][CH:37]=2)[CH2:34][CH2:33][CH2:32]3)[CH:28]=1)=[O:4])[CH3:40], predict the reactants needed to synthesize it. The reactants are: CO[C:3]([C:5]1[C:6](=[O:38])[C:7]2[CH:12]=[N:11][C:10]([NH:13][C:14]3[CH:19]=[CH:18][C:17]([CH:20]4[CH2:25][CH2:24][N:23]([CH3:26])[CH2:22][CH2:21]4)=[CH:16][CH:15]=3)=[N:9][C:8]=2[N:27]([C:29]2[CH:30]=[C:31]3[C:35](=[CH:36][CH:37]=2)[CH2:34][CH2:33][CH2:32]3)[CH:28]=1)=[O:4].[CH2:39]([O:41][NH2:42])[CH3:40].CO.